From a dataset of Catalyst prediction with 721,799 reactions and 888 catalyst types from USPTO. Predict which catalyst facilitates the given reaction. (1) Reactant: O=[C:2]1[CH2:10][CH2:9][C@H:8]2[C@H:4]([CH2:5][N:6]([C:11]([O:13][C:14]([CH3:17])([CH3:16])[CH3:15])=[O:12])[CH2:7]2)[CH2:3]1.[C:18]([BH3-])#[N:19].[Na+].O. Product: [CH3:18][NH:19][CH:2]1[CH2:10][CH2:9][C@H:8]2[C@H:4]([CH2:5][N:6]([C:11]([O:13][C:14]([CH3:17])([CH3:16])[CH3:15])=[O:12])[CH2:7]2)[CH2:3]1. The catalyst class is: 5. (2) Reactant: [NH2:1][C:2]1[C:3]([O:13][CH3:14])=[C:4]([CH:9]=[C:10]([Cl:12])[CH:11]=1)[C:5]([O:7][CH3:8])=[O:6].[O:15]1[CH2:20][CH2:19][C:18](=O)[CH2:17][CH2:16]1.C(O)(=O)C.C(O[BH-](OC(=O)C)OC(=O)C)(=O)C.[Na+].C([O-])(O)=O.[Na+]. Product: [Cl:12][C:10]1[CH:11]=[C:2]([NH:1][CH:18]2[CH2:19][CH2:20][O:15][CH2:16][CH2:17]2)[C:3]([O:13][CH3:14])=[C:4]([CH:9]=1)[C:5]([O:7][CH3:8])=[O:6]. The catalyst class is: 325.